Dataset: Catalyst prediction with 721,799 reactions and 888 catalyst types from USPTO. Task: Predict which catalyst facilitates the given reaction. (1) Reactant: [C:1]([C@@:3]1([CH2:32][CH3:33])[CH2:7][CH2:6][N:5]([C:8]2[CH:13]=[CH:12][N:11]=[C:10]([NH:14][C:15]3[CH:16]=[N:17][N:18]([CH:20]4[CH2:23][N:22](C(OC(C)(C)C)=O)[CH2:21]4)[CH:19]=3)[N:9]=2)[C:4]1=[O:31])#[N:2].[ClH:34]. Product: [ClH:34].[ClH:34].[NH:22]1[CH2:23][CH:20]([N:18]2[CH:19]=[C:15]([NH:14][C:10]3[N:9]=[C:8]([N:5]4[CH2:6][CH2:7][C@:3]([CH2:32][CH3:33])([C:1]#[N:2])[C:4]4=[O:31])[CH:13]=[CH:12][N:11]=3)[CH:16]=[N:17]2)[CH2:21]1. The catalyst class is: 13. (2) Reactant: Cl.C(OC([N:9]1[CH2:14][CH2:13][N:12]([C:15]([O:17][CH2:18][C:19]2[CH:24]=[CH:23][CH:22]=[CH:21][CH:20]=2)=[O:16])[CH2:11][CH:10]1[CH2:25][CH2:26][O:27][CH3:28])=O)(C)(C)C. Product: [CH2:18]([O:17][C:15]([N:12]1[CH2:13][CH2:14][NH:9][CH:10]([CH2:25][CH2:26][O:27][CH3:28])[CH2:11]1)=[O:16])[C:19]1[CH:24]=[CH:23][CH:22]=[CH:21][CH:20]=1. The catalyst class is: 12. (3) The catalyst class is: 5. Product: [OH:1][CH2:2][CH:3]([NH:8][CH2:16][C:17]1[N:18]=[C:19]([NH:23][C:24]([NH:26][C:27]2[N:28]=[C:29]([C:32]3[CH:33]=[CH:34][N:35]=[CH:36][CH:37]=3)[S:30][CH:31]=2)=[O:25])[CH:20]=[CH:21][CH:22]=1)[CH2:4][CH:5]([CH3:6])[CH3:7]. Reactant: [OH:1][CH2:2][CH:3]([N:8]([CH2:16][C:17]1[CH:22]=[CH:21][CH:20]=[C:19]([NH:23][C:24]([NH:26][C:27]2[N:28]=[C:29]([C:32]3[CH:37]=[CH:36][N:35]=[CH:34][CH:33]=3)[S:30][CH:31]=2)=[O:25])[N:18]=1)C(=O)OC(C)(C)C)[CH2:4][CH:5]([CH3:7])[CH3:6].Cl.[OH-].[Na+].